This data is from Forward reaction prediction with 1.9M reactions from USPTO patents (1976-2016). The task is: Predict the product of the given reaction. Given the reactants [Cl:1][C:2]1[CH:3]=[C:4]2[C:10]([CH:11]([C:13]3[N:14]([CH2:27][CH3:28])[N:15]=[C:16]([NH:18][CH2:19][C:20]4[CH:25]=[CH:24][C:23]([F:26])=[CH:22][CH:21]=4)[CH:17]=3)O)=[CH:9][NH:8][C:5]2=[N:6][CH:7]=1.C([SiH](CC)CC)C.FC(F)(F)C(O)=O, predict the reaction product. The product is: [Cl:1][C:2]1[CH:3]=[C:4]2[C:10]([CH2:11][C:13]3[N:14]([CH2:27][CH3:28])[N:15]=[C:16]([NH:18][CH2:19][C:20]4[CH:21]=[CH:22][C:23]([F:26])=[CH:24][CH:25]=4)[CH:17]=3)=[CH:9][NH:8][C:5]2=[N:6][CH:7]=1.